This data is from Catalyst prediction with 721,799 reactions and 888 catalyst types from USPTO. The task is: Predict which catalyst facilitates the given reaction. (1) Reactant: Cl[C:2]1[CH:7]=[C:6]([O:8][CH2:9][C:10]#[CH:11])[N:5]=[CH:4][N:3]=1.C(=O)([O-])[O-].[K+].[K+].[F:18][C:19]1[CH:24]=[CH:23][CH:22]=[CH:21][C:20]=1[OH:25].[Cl-].[NH4+]. Product: [F:18][C:19]1[CH:24]=[CH:23][CH:22]=[CH:21][C:20]=1[O:25][C:2]1[CH:7]=[C:6]([O:8][CH2:9][C:10]#[CH:11])[N:5]=[CH:4][N:3]=1. The catalyst class is: 9. (2) Reactant: CS[C:3](SC)=[C:4]1[C:9](=[O:10])[CH:8]=[CH:7][N:6]([CH2:11][CH2:12][CH:13]([CH3:15])[CH3:14])[C:5]1=[O:16].[NH2:19][C:20]1[CH:25]=[CH:24][C:23]([NH:26][S:27]([CH3:30])(=[O:29])=[O:28])=[CH:22][C:21]=1[S:31]([NH2:34])(=[O:33])=[O:32]. Product: [OH:10][C:9]1[CH:8]=[CH:7][N:6]([CH2:11][CH2:12][CH:13]([CH3:14])[CH3:15])[C:5](=[O:16])[C:4]=1[C:3]1[NH:19][C:20]2[CH:25]=[CH:24][C:23]([NH:26][S:27]([CH3:30])(=[O:28])=[O:29])=[CH:22][C:21]=2[S:31](=[O:33])(=[O:32])[N:34]=1. The catalyst class is: 12. (3) Product: [C:1]([O:19][CH2:18][C:17]([CH3:20])([CH3:21])[CH2:16][N:15]1[C:9]2[CH:8]=[CH:7][C:6]([Cl:5])=[CH:47][C:10]=2[C@@H:11]([C:37]2[CH:42]=[CH:41][CH:40]=[C:39]([O:43][CH3:44])[C:38]=2[O:45][CH3:46])[O:12][C@H:13]([CH2:23][C:24]([NH:26][CH2:27][CH2:28][C:29]2[O:30][CH:31]=[CH:32][C:33]=2[C:34]([OH:36])=[O:35])=[O:25])[C:14]1=[O:22])(=[O:3])[CH3:2]. The catalyst class is: 13. Reactant: [C:1](Cl)(=[O:3])[CH3:2].[Cl:5][C:6]1[CH:7]=[CH:8][C:9]2[N:15]([CH2:16][C:17]([CH3:21])([CH3:20])[CH2:18][OH:19])[C:14](=[O:22])[C@@H:13]([CH2:23][C:24]([NH:26][CH2:27][CH2:28][C:29]3[O:30][CH:31]=[CH:32][C:33]=3[C:34]([OH:36])=[O:35])=[O:25])[O:12][C@H:11]([C:37]3[CH:42]=[CH:41][CH:40]=[C:39]([O:43][CH3:44])[C:38]=3[O:45][CH3:46])[C:10]=2[CH:47]=1.N1C=CC=CC=1. (4) Reactant: [F:1][C:2]1[CH:3]=[C:4]([CH2:10][C:11]([OH:13])=[O:12])[CH:5]=[CH:6][C:7]=1[S:8][CH3:9].[CH3:14][Si]([N-][Si](C)(C)C)(C)C.[Li+].CI.C(OCC)(=O)C.CCCCCC. Product: [F:1][C:2]1[CH:3]=[C:4]([CH:10]([CH3:14])[C:11]([OH:13])=[O:12])[CH:5]=[CH:6][C:7]=1[S:8][CH3:9]. The catalyst class is: 1. (5) Reactant: [H-].[Na+].[OH:3][CH:4]1[CH2:9][CH2:8][CH:7]([C:10]([O:12][CH2:13][CH3:14])=[O:11])[CH2:6][CH2:5]1.F[C:16]1[CH:21]=[CH:20][C:19]([N+:22]([O-:24])=[O:23])=[CH:18][CH:17]=1.O. Product: [N+:22]([C:19]1[CH:20]=[CH:21][C:16]([O:3][C@@H:4]2[CH2:5][CH2:6][C@H:7]([C:10]([O:12][CH2:13][CH3:14])=[O:11])[CH2:8][CH2:9]2)=[CH:17][CH:18]=1)([O-:24])=[O:23]. The catalyst class is: 31. (6) Reactant: [Cl:1][C:2]1[CH:3]=[C:4]([CH2:8][CH2:9][N:10]([CH2:18][CH2:19][CH2:20][S:21]([CH2:24][CH2:25][NH:26][CH2:27][C@H:28]([OH:40])[C:29]2[C:37]3[S:36][C:35](=[O:38])[NH:34][C:33]=3[C:32]([OH:39])=[CH:31][CH:30]=2)(=[O:23])=[O:22])C(=O)OC(C)(C)C)[CH:5]=[CH:6][CH:7]=1.[ClH:41]. Product: [ClH:1].[ClH:41].[Cl:1][C:2]1[CH:3]=[C:4]([CH2:8][CH2:9][NH:10][CH2:18][CH2:19][CH2:20][S:21]([CH2:24][CH2:25][NH:26][CH2:27][C@@H:28]([C:29]2[C:37]3[S:36][C:35](=[O:38])[NH:34][C:33]=3[C:32]([OH:39])=[CH:31][CH:30]=2)[OH:40])(=[O:23])=[O:22])[CH:5]=[CH:6][CH:7]=1. The catalyst class is: 12. (7) Reactant: [C:1]1([S:7]([C:9]2[CH:14]=[CH:13][CH:12]=[CH:11][CH:10]=2)=O)[CH:6]=[CH:5][CH:4]=[CH:3][CH:2]=1.[CH:15]1[C:28]2[C:27](=[O:29])[C:26]3[C:21](=[CH:22][CH:23]=[CH:24][CH:25]=3)[O:20][C:19]=2[CH:18]=[CH:17][CH:16]=1.[F:30][C:31]([F:44])([F:43])[S:32]([O:35]S(C(F)(F)F)(=O)=O)(=[O:34])=[O:33]. Product: [F:30][C:31]([F:44])([F:43])[S:32]([O-:35])(=[O:34])=[O:33].[C:9]1([S+:7]([C:1]2[CH:2]=[CH:3][CH:4]=[CH:5][CH:6]=2)[C:16]2[CH:17]=[CH:18][C:19]3[O:20][C:21]4[C:26](=[CH:25][CH:24]=[CH:23][CH:22]=4)[C:27](=[O:29])[C:28]=3[CH:15]=2)[CH:10]=[CH:11][CH:12]=[CH:13][CH:14]=1. The catalyst class is: 4.